From a dataset of Forward reaction prediction with 1.9M reactions from USPTO patents (1976-2016). Predict the product of the given reaction. (1) Given the reactants [Cl:1][C:2]1[CH:7]=[C:6](F)[CH:5]=[CH:4][C:3]=1[C:9](N1CCN(C2C=CC=CC=2Cl)C(=O)C1)=[O:10].[ClH:25].[Cl:26][C:27]1[CH:32]=[CH:31][C:30]([N:33]2[CH2:38][CH2:37][NH:36][CH2:35][C:34]2=[O:39])=[CH:29][CH:28]=1, predict the reaction product. The product is: [Cl:26][C:27]1[CH:28]=[CH:29][C:30]([N:33]2[CH2:38][CH2:37][N:36]([C:9]([C:3]3[CH:4]=[CH:5][CH:6]=[C:7]([Cl:25])[C:2]=3[Cl:1])=[O:10])[CH2:35][C:34]2=[O:39])=[CH:31][CH:32]=1. (2) Given the reactants [CH2:1]([O:8][C:9]1[CH:10]=[C:11]([CH2:29][CH2:30][C:31]([OH:33])=O)[CH:12]=[CH:13][C:14]=1[N:15]1[CH2:19][C:18](=[O:20])[N:17]([CH2:21][CH2:22][Si:23]([CH3:26])([CH3:25])[CH3:24])[S:16]1(=[O:28])=[O:27])[C:2]1[CH:7]=[CH:6][CH:5]=[CH:4][CH:3]=1.CCN=C=NCCCN(C)C.Cl.C1C=NC2N(O)N=NC=2C=1.[CH:56]([NH:59][CH3:60])([CH3:58])[CH3:57], predict the reaction product. The product is: [CH2:1]([O:8][C:9]1[CH:10]=[C:11]([CH2:29][CH2:30][C:31]([N:59]([CH:56]([CH3:58])[CH3:57])[CH3:60])=[O:33])[CH:12]=[CH:13][C:14]=1[N:15]1[CH2:19][C:18](=[O:20])[N:17]([CH2:21][CH2:22][Si:23]([CH3:24])([CH3:26])[CH3:25])[S:16]1(=[O:28])=[O:27])[C:2]1[CH:7]=[CH:6][CH:5]=[CH:4][CH:3]=1. (3) Given the reactants C[C:2]1([CH3:33])[CH:11]2[O:12][C:13](=[O:14])[C:5]3([CH:10]2[CH:9]2[CH2:15]CC4C5(C)CCC(O)C(C)(C)C5CCC4(C)[C:8]2(C)CC3)CC1.[CH2:34](Br)[CH:35]=[CH2:36].[C:38]([O-])([O-])=O.[K+].[K+].[CH3:44][C:45]([CH3:47])=[O:46], predict the reaction product. The product is: [CH2:34]([O:46][C:45]1[C:47]([CH3:38])=[C:10]2[C:11](=[C:2]([CH3:33])[CH:44]=1)[O:12][C:13](=[O:14])[CH2:5][C:9]2([CH3:8])[CH3:15])[CH:35]=[CH2:36]. (4) Given the reactants [CH3:1][S:2][C:3]1[N:8]=[C:7]([NH:9][CH3:10])[C:6]([N+:11]([O-:13])=[O:12])=[C:5]([NH2:14])[N:4]=1.ClC1C=CC=C(C(OO)=[O:23])C=1, predict the reaction product. The product is: [CH3:1][S:2]([C:3]1[N:8]=[C:7]([NH:9][CH3:10])[C:6]([N+:11]([O-:13])=[O:12])=[C:5]([NH2:14])[N:4]=1)=[O:23]. (5) Given the reactants [Cl:1][C:2]1[CH:7]=[C:6]([F:8])[CH:5]=[CH:4][C:3]=1[CH2:9][NH:10][C:11](=[O:25])[CH2:12][C:13]1[CH:14]=[N:15][N:16](CCO)[C:17]=1[C:18]([F:21])([F:20])[F:19].[OH:26][CH2:27][CH2:28]N1C=C(CC(O)=O)C(C(F)(F)F)=N1, predict the reaction product. The product is: [Cl:1][C:2]1[CH:7]=[C:6]([F:8])[CH:5]=[CH:4][C:3]=1[CH2:9][NH:10][C:11](=[O:25])[CH2:12][C:13]1[C:17]([C:18]([F:21])([F:19])[F:20])=[N:16][N:15]([CH2:28][CH2:27][OH:26])[CH:14]=1.